From a dataset of Forward reaction prediction with 1.9M reactions from USPTO patents (1976-2016). Predict the product of the given reaction. (1) Given the reactants [C:1]([C@:8]1(C)[CH2:13][CH2:12][CH2:11][CH2:10][N:9]1[CH:14]1[CH2:19][CH2:18][NH:17][CH2:16][CH2:15]1)(OC(C)(C)C)=O.S(C1C=CC(C)=CC=1)([O-])(=O)=O, predict the reaction product. The product is: [CH3:1][C@H:8]1[CH2:13][CH2:12][CH2:11][CH2:10][N:9]1[CH:14]1[CH2:19][CH2:18][NH:17][CH2:16][CH2:15]1. (2) The product is: [Cl:13][C:14]1[CH:27]=[CH:26][C:17]2[S:18][C:19]([S:22]([NH:1][C:2]3[CH:3]=[CH:4][C:5]([C:6]([O:8][CH2:9][CH3:10])=[O:7])=[CH:11][CH:12]=3)(=[O:23])=[O:24])=[C:20]([CH3:21])[C:16]=2[CH:15]=1. Given the reactants [NH2:1][C:2]1[CH:12]=[CH:11][C:5]([C:6]([O:8][CH2:9][CH3:10])=[O:7])=[CH:4][CH:3]=1.[Cl:13][C:14]1[CH:27]=[CH:26][C:17]2[S:18][C:19]([S:22](Cl)(=[O:24])=[O:23])=[C:20]([CH3:21])[C:16]=2[CH:15]=1.Cl, predict the reaction product. (3) Given the reactants [Na].[I:2][C:3]1[CH:4]=[C:5]2[C:10](=[CH:11][CH:12]=1)[N:9]=[C:8](O)[N:7]=[C:6]2O.[ClH:15].C(N(CC)CC)C.P(Cl)(Cl)([Cl:25])=O, predict the reaction product. The product is: [Cl:15][C:8]1[N:7]=[C:6]([Cl:25])[C:5]2[C:10](=[CH:11][CH:12]=[C:3]([I:2])[CH:4]=2)[N:9]=1. (4) Given the reactants [CH2:1]([O:8][C:9]1[CH:17]=[CH:16][C:15]2[N:14]([S:18]([C:21]3[CH:26]=[CH:25][CH:24]=[CH:23][CH:22]=3)(=[O:20])=[O:19])[CH:13]=[CH:12][C:11]=2[C:10]=1[CH:27]=O)[C:2]1[CH:7]=[CH:6][CH:5]=[CH:4][CH:3]=1.[C:29]([N:36]1[CH2:41][CH2:40][NH:39][CH2:38][CH2:37]1)([O:31][C:32]([CH3:35])([CH3:34])[CH3:33])=[O:30].[BH-](OC(C)=O)(OC(C)=O)OC(C)=O.[Na+].CC(O)=O, predict the reaction product. The product is: [CH2:1]([O:8][C:9]1[C:10]([CH2:27][N:39]2[CH2:38][CH2:37][N:36]([C:29]([O:31][C:32]([CH3:35])([CH3:34])[CH3:33])=[O:30])[CH2:41][CH2:40]2)=[C:11]2[C:15](=[CH:16][CH:17]=1)[N:14]([S:18]([C:21]1[CH:26]=[CH:25][CH:24]=[CH:23][CH:22]=1)(=[O:19])=[O:20])[CH:13]=[CH:12]2)[C:2]1[CH:3]=[CH:4][CH:5]=[CH:6][CH:7]=1. (5) Given the reactants Cl[CH2:2][CH2:3][CH2:4][C:5]#[C:6][C:7]1[CH:12]=[CH:11][C:10]([NH:13][C:14](=[O:19])[C:15]([F:18])([F:17])[F:16])=[CH:9][CH:8]=1.FC(F)(F)C(NC1C=CC(C#CCCCCO)=CC=1)=O.ClCCCC#C.[Br-:46].[Li+], predict the reaction product. The product is: [Br:46][CH2:2][CH2:3][CH2:4][C:5]#[C:6][C:7]1[CH:12]=[CH:11][C:10]([NH:13][C:14](=[O:19])[C:15]([F:18])([F:17])[F:16])=[CH:9][CH:8]=1. (6) Given the reactants [H-].[Al+3].[Li+].[H-].[H-].[H-].[CH2:7]([N:14]1[C@H:18]([C:19](OCC)=[O:20])[CH2:17][CH2:16][C@@H:15]1[C:24](OCC)=[O:25])[C:8]1[CH:13]=[CH:12][CH:11]=[CH:10][CH:9]=1.O.[OH-].[Na+], predict the reaction product. The product is: [CH2:7]([N:14]1[C@H:18]([CH2:19][OH:20])[CH2:17][CH2:16][C@@H:15]1[CH2:24][OH:25])[C:8]1[CH:9]=[CH:10][CH:11]=[CH:12][CH:13]=1.